From a dataset of Aqueous solubility values for 9,982 compounds from the AqSolDB database. Regression/Classification. Given a drug SMILES string, predict its absorption, distribution, metabolism, or excretion properties. Task type varies by dataset: regression for continuous measurements (e.g., permeability, clearance, half-life) or binary classification for categorical outcomes (e.g., BBB penetration, CYP inhibition). For this dataset (solubility_aqsoldb), we predict Y. (1) The drug is C=CCN1CCC23c4c5ccc(O)c4OC2C(=O)CCC3(O)C1C5. The Y is -3.39 log mol/L. (2) The molecule is CC(C)CC(N)C(=O)NC(Cc1c[nH]c2ccccc12)C(=O)O. The Y is -1.12 log mol/L. (3) The Y is -2.66 log mol/L. The drug is O=c1[nH]c2cc(Cl)ccc2o1. (4) The molecule is CCCCCCCCCCCCCCCCCCOC(=O)CCSCCC(=O)OCCCCCCCCCCCCCCCCCC. The Y is -8.23 log mol/L. (5) The compound is CC(=O)c1cc2ccccc2o1. The Y is -2.55 log mol/L. (6) The compound is Clc1ccccc1-c1cc(Cl)c(Cl)c(Cl)c1. The Y is -6.91 log mol/L. (7) The Y is -5.18 log mol/L. The molecule is ClC1=C(Cl)C(Cl)(Cl)C(Cl)=C1Cl. (8) The molecule is O=[Mo](=O)(O)O. The Y is -2.38 log mol/L. (9) The compound is CC(C)OCC(O)COC(C)C. The Y is 0.0549 log mol/L.